From a dataset of Forward reaction prediction with 1.9M reactions from USPTO patents (1976-2016). Predict the product of the given reaction. (1) The product is: [F:1][C:2]1[CH:7]=[CH:6][C:5]([C@H:8]([NH:10][C@H:11]2[CH2:15][CH2:14][C@@H:13]([C:16]3[CH:26]=[CH:25][C:19]([O:20][CH2:21][C:22]([NH:35][CH2:34][CH2:33][NH:32][CH2:31][CH2:30][OH:29])=[O:24])=[CH:18][CH:17]=3)[CH2:12]2)[CH3:9])=[CH:4][C:3]=1[O:27][CH3:28]. Given the reactants [F:1][C:2]1[CH:7]=[CH:6][C:5]([C@H:8]([NH:10][C@H:11]2[CH2:15][CH2:14][C@@H:13]([C:16]3[CH:26]=[CH:25][C:19]([O:20][CH2:21][C:22]([OH:24])=O)=[CH:18][CH:17]=3)[CH2:12]2)[CH3:9])=[CH:4][C:3]=1[O:27][CH3:28].[OH:29][CH2:30][CH2:31][NH:32][CH2:33][CH2:34][NH2:35], predict the reaction product. (2) Given the reactants [CH2:1]([O:3][C:4]([N:6]1[C:10]2[C:11]([CH3:22])([CH3:21])[N:12](C(OC(C)(C)C)=O)[CH2:13][C:9]=2[C:8]([NH:23][C:24]([O:26][CH2:27][CH3:28])=[O:25])=[N:7]1)=[O:5])[CH3:2].Cl, predict the reaction product. The product is: [CH2:27]([O:26][C:24]([NH:23][C:8]1[C:9]2[CH2:13][NH:12][C:11]([CH3:22])([CH3:21])[C:10]=2[N:6]([C:4]([O:3][CH2:1][CH3:2])=[O:5])[N:7]=1)=[O:25])[CH3:28].